The task is: Predict the reactants needed to synthesize the given product.. This data is from Full USPTO retrosynthesis dataset with 1.9M reactions from patents (1976-2016). (1) Given the product [S:14]=[C:12]1[NH:11][C:10]2[CH:15]=[CH:16][C:7]([CH:5]([CH3:6])[C:4]([OH:17])=[O:3])=[CH:8][C:9]=2[O:13]1, predict the reactants needed to synthesize it. The reactants are: C([O:3][C:4](=[O:17])[CH:5]([C:7]1[CH:16]=[CH:15][C:10]2[NH:11][C:12](=[S:14])[O:13][C:9]=2[CH:8]=1)[CH3:6])C.[OH-].[Na+].C(O)(=O)C. (2) Given the product [S:23]1[C:27]2[CH:28]=[CH:29][CH:30]=[CH:31][C:26]=2[N:25]=[C:24]1[NH:32][C:18](=[O:19])[C:17]1[CH:21]=[CH:22][C:14]([S:11]([N:1]2[C:10]3[C:5](=[CH:6][CH:7]=[CH:8][CH:9]=3)[CH2:4][CH2:3][CH2:2]2)(=[O:12])=[O:13])=[CH:15][CH:16]=1, predict the reactants needed to synthesize it. The reactants are: [N:1]1([S:11]([C:14]2[CH:22]=[CH:21][C:17]([C:18](O)=[O:19])=[CH:16][CH:15]=2)(=[O:13])=[O:12])[C:10]2[C:5](=[CH:6][CH:7]=[CH:8][CH:9]=2)[CH2:4][CH2:3][CH2:2]1.[S:23]1[C:27]2[CH:28]=[CH:29][CH:30]=[CH:31][C:26]=2[N:25]=[C:24]1[NH2:32]. (3) The reactants are: [NH2:1][C@@H:2]1[CH2:7][CH2:6][CH2:5][CH2:4][C@H:3]1[C:8]([OH:10])=[O:9].O.C([O-])([O-])=O.[Na+].[Na+].[S:18]1[CH:22]=[CH:21][CH:20]=[C:19]1[CH2:23][O:24][C:25](=O)[O:26]C1C=CC([N+]([O-])=O)=CC=1. Given the product [S:18]1[CH:22]=[CH:21][CH:20]=[C:19]1[CH2:23][O:24][C:25]([NH:1][C@H:2]1[CH2:7][CH2:6][CH2:5][CH2:4][C@H:3]1[C:8]([OH:10])=[O:9])=[O:26], predict the reactants needed to synthesize it.